Predict the reactants needed to synthesize the given product. From a dataset of Full USPTO retrosynthesis dataset with 1.9M reactions from patents (1976-2016). Given the product [C:16]([C:2]1[CH:3]=[N:4][CH:5]=[N:6][CH:7]=1)(=[O:18])[CH3:17], predict the reactants needed to synthesize it. The reactants are: Br[C:2]1[CH:3]=[N:4][CH:5]=[N:6][CH:7]=1.C([Li])CCC.O(N(C)[C:16](=[O:18])[CH3:17])C.[Cl-].[NH4+].